The task is: Predict the product of the given reaction.. This data is from Forward reaction prediction with 1.9M reactions from USPTO patents (1976-2016). (1) Given the reactants [CH3:1][C:2]1[C:3]([C:7]([O:9]C)=O)=[N:4][S:5][CH:6]=1.O.[NH2:12][NH2:13], predict the reaction product. The product is: [CH3:1][C:2]1[C:3]([C:7]([NH:12][NH2:13])=[O:9])=[N:4][S:5][CH:6]=1. (2) Given the reactants C(OC(=O)[NH:7][C:8]1[CH:13]=[CH:12][CH:11]=[C:10]([O:14][CH2:15][CH2:16][CH2:17][N:18]([CH2:33][C:34]2[CH:39]=[CH:38][CH:37]=[C:36]([C:40]([F:43])([F:42])[F:41])[C:35]=2[Cl:44])[CH2:19][CH:20]([C:27]2[CH:32]=[CH:31][CH:30]=[CH:29][CH:28]=2)[C:21]2[CH:26]=[CH:25][CH:24]=[CH:23][CH:22]=2)[CH:9]=1)(C)(C)C.Cl, predict the reaction product. The product is: [Cl:44][C:35]1[C:36]([C:40]([F:41])([F:42])[F:43])=[CH:37][CH:38]=[CH:39][C:34]=1[CH2:33][N:18]([CH2:19][CH:20]([C:21]1[CH:22]=[CH:23][CH:24]=[CH:25][CH:26]=1)[C:27]1[CH:32]=[CH:31][CH:30]=[CH:29][CH:28]=1)[CH2:17][CH2:16][CH2:15][O:14][C:10]1[CH:9]=[C:8]([NH2:7])[CH:13]=[CH:12][CH:11]=1. (3) Given the reactants [C:1]([C:3]1[CH:8]=[CH:7][C:6](B(O)O)=[CH:5][CH:4]=1)#[N:2].C(=O)([O-])[O-].[Na+].[Na+].Br[C:19]1[CH:27]=[C:26]2[C:22]([C:23]([NH:36][C:37](=[O:41])[CH2:38][CH2:39][CH3:40])=[N:24][N:25]2[CH2:28][O:29][CH2:30][CH2:31][Si:32]([CH3:35])([CH3:34])[CH3:33])=[CH:21][CH:20]=1, predict the reaction product. The product is: [C:1]([C:3]1[CH:8]=[CH:7][C:6]([C:19]2[CH:27]=[C:26]3[C:22]([C:23]([NH:36][C:37](=[O:41])[CH2:38][CH2:39][CH3:40])=[N:24][N:25]3[CH2:28][O:29][CH2:30][CH2:31][Si:32]([CH3:35])([CH3:33])[CH3:34])=[CH:21][CH:20]=2)=[CH:5][CH:4]=1)#[N:2]. (4) Given the reactants [NH2:1][CH2:2][CH2:3][O:4][CH2:5][CH2:6][O:7][CH2:8][CH2:9][O:10][CH2:11][CH2:12][O:13][CH2:14][CH2:15][C:16]([OH:18])=[O:17].[CH3:19]O.C[Si](C=[N+]=[N-])(C)C.[C:28](O[C:28]([C:30]([F:33])([F:32])[F:31])=[O:29])([C:30]([F:33])([F:32])[F:31])=[O:29], predict the reaction product. The product is: [CH3:19][O:17][C:16](=[O:18])[CH2:15][CH2:14][O:13][CH2:12][CH2:11][O:10][CH2:9][CH2:8][O:7][CH2:6][CH2:5][O:4][CH2:3][CH2:2][NH:1][C:28](=[O:29])[C:30]([F:33])([F:32])[F:31]. (5) Given the reactants C(NC(C)C)(C)C.C([Li])CCC.[C:13]([N:20]1[CH2:25][CH2:24][C:23](=[O:26])[CH2:22][CH2:21]1)([O:15][C:16]([CH3:19])([CH3:18])[CH3:17])=[O:14].C1C=CC(N([S:34]([C:37]([F:40])([F:39])[F:38])(=[O:36])=[O:35])[S:34]([C:37]([F:40])([F:39])[F:38])(=[O:36])=[O:35])=CC=1, predict the reaction product. The product is: [C:16]([O:15][C:13]([N:20]1[CH2:25][CH:24]=[C:23]([O:26][S:34]([C:37]([F:40])([F:39])[F:38])(=[O:36])=[O:35])[CH2:22][CH2:21]1)=[O:14])([CH3:19])([CH3:18])[CH3:17].